This data is from Forward reaction prediction with 1.9M reactions from USPTO patents (1976-2016). The task is: Predict the product of the given reaction. The product is: [CH2:1]([C:8]1[S:12][C:11]2[CH:13]=[CH:14][CH:15]=[CH:16][C:10]=2[C:9]=1[C:17]1[CH:22]=[CH:21][C:20]([C:23]2[CH:24]=[CH:25][C:26]([O:29][CH:33]([CH2:35][C:36]3[CH:41]=[CH:40][CH:39]=[CH:38][CH:37]=3)[C:32]([OH:42])=[O:31])=[CH:27][CH:28]=2)=[CH:19][CH:18]=1)[C:2]1[CH:3]=[CH:4][CH:5]=[CH:6][CH:7]=1. Given the reactants [CH2:1]([C:8]1[S:12][C:11]2[CH:13]=[CH:14][CH:15]=[CH:16][C:10]=2[C:9]=1[C:17]1[CH:22]=[CH:21][C:20]([C:23]2[CH:28]=[CH:27][C:26]([OH:29])=[CH:25][CH:24]=2)=[CH:19][CH:18]=1)[C:2]1[CH:7]=[CH:6][CH:5]=[CH:4][CH:3]=1.C[O:31][C:32](=[O:42])[CH:33]([CH2:35][C:36]1[CH:41]=[CH:40][CH:39]=[CH:38][CH:37]=1)O, predict the reaction product.